This data is from Full USPTO retrosynthesis dataset with 1.9M reactions from patents (1976-2016). The task is: Predict the reactants needed to synthesize the given product. (1) The reactants are: CN(C)C=O.[CH3:6][C:7]1[CH:13]=[CH:12][CH:11]=[C:10]([O:14][C:15]2[CH:20]=[CH:19][C:18]([S:21]([CH3:24])(=[O:23])=[O:22])=[CH:17][CH:16]=2)[C:8]=1[NH2:9].[Br:25]N1C(=O)CCC1=O. Given the product [Br:25][C:12]1[CH:11]=[C:10]([O:14][C:15]2[CH:20]=[CH:19][C:18]([S:21]([CH3:24])(=[O:23])=[O:22])=[CH:17][CH:16]=2)[C:8]([NH2:9])=[C:7]([CH3:6])[CH:13]=1, predict the reactants needed to synthesize it. (2) Given the product [ClH:38].[CH2:1]1[C:10]2[C:5](=[CH:6][CH:7]=[C:8]([C:11]([O:13][CH2:14][C:15]3[CH:20]=[CH:19][CH:18]=[CH:17][CH:16]=3)=[O:12])[CH:9]=2)[CH2:4][C@H:3]([C:21]([O:23][CH2:24][C:25]2[CH:26]=[CH:27][CH:28]=[CH:29][CH:30]=2)=[O:22])[NH:2]1, predict the reactants needed to synthesize it. The reactants are: [CH2:1]1[C:10]2[C:5](=[CH:6][CH:7]=[C:8]([C:11]([O:13][CH2:14][C:15]3[CH:20]=[CH:19][CH:18]=[CH:17][CH:16]=3)=[O:12])[CH:9]=2)[CH2:4][C@H:3]([C:21]([O:23][CH2:24][C:25]2[CH:30]=[CH:29][CH:28]=[CH:27][CH:26]=2)=[O:22])[N:2]1C(OC(C)(C)C)=O.[ClH:38]. (3) Given the product [N:1]1([CH2:7][C:9]2[S:10][C:11]([NH2:14])=[CH:12][N:13]=2)[CH2:6][CH2:5][O:4][CH2:3][CH2:2]1, predict the reactants needed to synthesize it. The reactants are: [N:1]1([C:7]([C:9]2[S:10][C:11]([NH2:14])=[CH:12][N:13]=2)=O)[CH2:6][CH2:5][O:4][CH2:3][CH2:2]1.B. (4) Given the product [CH:28]1([CH2:31][O:1][C:2]2[CH:25]=[CH:24][C:5]3[C:6]([CH2:9][CH2:10][CH:11]4[CH2:16][CH2:15][N:14]([C:17]([O:19][C:20]([CH3:23])([CH3:22])[CH3:21])=[O:18])[CH2:13][CH2:12]4)=[N:7][O:8][C:4]=3[C:3]=2[CH2:26][OH:27])[CH2:30][CH2:29]1, predict the reactants needed to synthesize it. The reactants are: [OH:1][C:2]1[CH:25]=[CH:24][C:5]2[C:6]([CH2:9][CH2:10][CH:11]3[CH2:16][CH2:15][N:14]([C:17]([O:19][C:20]([CH3:23])([CH3:22])[CH3:21])=[O:18])[CH2:13][CH2:12]3)=[N:7][O:8][C:4]=2[C:3]=1[CH2:26][OH:27].[CH:28]1([CH2:31]Br)[CH2:30][CH2:29]1.C(=O)([O-])[O-].[K+].[K+].C(=O)([O-])[O-].[Na+].[Na+]. (5) Given the product [ClH:65].[NH2:57][CH2:56][C@H:53]1[CH2:54][CH2:55][C@H:50]([C:48]([NH:47][C@H:32]([C:33](=[O:46])[NH:34][C:35]2[CH:36]=[CH:37][C:38]([C:41]3[N:42]=[N:43][NH:44][N:45]=3)=[CH:39][CH:40]=2)[CH2:31][C:28]2[CH:27]=[CH:26][C:25]([C:10]3[CH:11]=[CH:12][C:13]([C:15]([NH:16][CH:17]4[CH2:18][CH2:19][N:20]([CH3:23])[CH2:21][CH2:22]4)=[O:24])=[CH:14][C:9]=3[CH3:8])=[CH:30][CH:29]=2)=[O:49])[CH2:51][CH2:52]1, predict the reactants needed to synthesize it. The reactants are: FC(F)(F)C(O)=O.[CH3:8][C:9]1[CH:14]=[C:13]([C:15](=[O:24])[NH:16][CH:17]2[CH2:22][CH2:21][N:20]([CH3:23])[CH2:19][CH2:18]2)[CH:12]=[CH:11][C:10]=1[C:25]1[CH:30]=[CH:29][C:28]([CH2:31][C@H:32]([NH:47][C:48]([C@H:50]2[CH2:55][CH2:54][C@H:53]([CH2:56][NH:57]C(=O)OC(C)(C)C)[CH2:52][CH2:51]2)=[O:49])[C:33](=[O:46])[NH:34][C:35]2[CH:40]=[CH:39][C:38]([C:41]3[N:42]=[N:43][NH:44][N:45]=3)=[CH:37][CH:36]=2)=[CH:27][CH:26]=1.[ClH:65]. (6) The reactants are: [C:1]([O:5][C:6]([N:8]1[CH2:12][CH2:11][CH2:10][CH:9]1[C:13](=O)[NH:14][C:15]([C:20]1[CH:25]=[CH:24][C:23]([Br:26])=[CH:22][CH:21]=1)([C:17](=[O:19])[NH2:18])[CH3:16])=[O:7])([CH3:4])([CH3:3])[CH3:2].[OH-].[Na+]. Given the product [C:1]([O:5][C:6]([N:8]1[CH2:12][CH2:11][CH2:10][CH:9]1[C:13]1[NH:14][C:15]([C:20]2[CH:25]=[CH:24][C:23]([Br:26])=[CH:22][CH:21]=2)([CH3:16])[C:17](=[O:19])[N:18]=1)=[O:7])([CH3:4])([CH3:3])[CH3:2], predict the reactants needed to synthesize it. (7) Given the product [CH2:25]([C:23]1[S:24][C:20]([C:18]2[CH:17]=[CH:16][N:15]=[C:14]([NH2:13])[CH:19]=2)=[C:21]([C:27]2[CH:28]=[CH:29][C:30]([F:33])=[CH:31][CH:32]=2)[N:22]=1)[CH3:26], predict the reactants needed to synthesize it. The reactants are: S(=O)(=O)(O)O.C([NH:13][C:14]1[CH:19]=[C:18]([C:20]2[S:24][C:23]([CH2:25][CH3:26])=[N:22][C:21]=2[C:27]2[CH:32]=[CH:31][C:30]([F:33])=[CH:29][CH:28]=2)[CH:17]=[CH:16][N:15]=1)C1C=CC=CC=1.[OH-].[Na+]. (8) Given the product [C:13]1([CH2:12][C:4](=[O:10])[CH2:5][CH2:6][CH2:7][CH2:8][CH3:9])[CH:18]=[CH:17][CH:16]=[CH:15][CH:14]=1, predict the reactants needed to synthesize it. The reactants are: CON(C)[C:4](=[O:10])[CH2:5][CH2:6][CH2:7][CH2:8][CH3:9].[CH2:12]([Mg]Cl)[C:13]1[CH:18]=[CH:17][CH:16]=[CH:15][CH:14]=1. (9) Given the product [CH2:1]([C:3]1[CH:11]=[CH:10][C:9]2[N:8](/[CH:34]=[C:35](/[C:37]3[CH:42]=[CH:41][N:40]=[CH:39][CH:38]=3)\[CH3:36])[C:7]3[CH2:12][CH2:13][N:14]([CH3:16])[CH2:15][C:6]=3[C:5]=2[CH:4]=1)[CH3:2], predict the reactants needed to synthesize it. The reactants are: [CH2:1]([C:3]1[CH:11]=[CH:10][C:9]2[NH:8][CH:7]3[CH2:12][CH2:13][N:14]([CH3:16])[CH2:15][CH:6]3[C:5]=2[CH:4]=1)[CH3:2].P([O-])([O-])([O-])=O.[K+].[K+].[K+].N1CCC[C@H]1C(O)=O.Br[CH:34]=[C:35]([C:37]1[CH:42]=[CH:41][N:40]=[CH:39][CH:38]=1)[CH3:36]. (10) Given the product [CH:1]1([C:7]2[C:11]([CH:12]=[O:13])=[CH:10][N:9]([C:14]3[CH:19]=[CH:18][C:17]([C:20]([F:21])([F:23])[F:22])=[CH:16][N:15]=3)[N:8]=2)[CH2:2][CH2:3][CH2:4][CH2:5][CH2:6]1, predict the reactants needed to synthesize it. The reactants are: [CH:1]1([C:7]2[C:11]([CH2:12][OH:13])=[CH:10][N:9]([C:14]3[CH:19]=[CH:18][C:17]([C:20]([F:23])([F:22])[F:21])=[CH:16][N:15]=3)[N:8]=2)[CH2:6][CH2:5][CH2:4][CH2:3][CH2:2]1.